Dataset: NCI-60 drug combinations with 297,098 pairs across 59 cell lines. Task: Regression. Given two drug SMILES strings and cell line genomic features, predict the synergy score measuring deviation from expected non-interaction effect. Synergy scores: CSS=13.1, Synergy_ZIP=-0.936, Synergy_Bliss=3.61, Synergy_Loewe=-2.27, Synergy_HSA=4.45. Cell line: SN12C. Drug 2: C1=CC=C(C(=C1)C(C2=CC=C(C=C2)Cl)C(Cl)Cl)Cl. Drug 1: CC(C1=C(C=CC(=C1Cl)F)Cl)OC2=C(N=CC(=C2)C3=CN(N=C3)C4CCNCC4)N.